From a dataset of hERG potassium channel inhibition data for cardiac toxicity prediction from Karim et al.. Regression/Classification. Given a drug SMILES string, predict its toxicity properties. Task type varies by dataset: regression for continuous values (e.g., LD50, hERG inhibition percentage) or binary classification for toxic/non-toxic outcomes (e.g., AMES mutagenicity, cardiotoxicity, hepatotoxicity). Dataset: herg_karim. (1) The molecule is CC(=O)N1CCN(c2ccc(OC[C@@H]3CO[C@@](Cn4ccnc4)(c4ccc(Cl)cc4Cl)O3)cc2)CC1. The result is 1 (blocker). (2) The drug is Cc1c(O)ccc2c1C(=O)N(Cc1ccccc1-c1ccccc1)C2C(=O)NC(C)(C)C. The result is 0 (non-blocker). (3) The drug is CCn1nc(Cc2ccc(C#N)cc2)cc1C1CCN(CC2CN([C@@H](C(=O)O)C(C)(C)C)C[C@@H]2c2cccc(F)c2)CC1. The result is 1 (blocker). (4) The molecule is CC(C)N(C)[C@@H]1CC[C@H](N2CC[C@H](NC(=O)c3cccc(C(F)(F)F)c3)C2=O)[C@H](CS(=O)(=O)C(C)(C)C)C1. The result is 0 (non-blocker). (5) The compound is CC(C)OC(=O)c1ccc(NC(=O)N[C@@H](Cc2ccc(O)cc2)C(=O)N[C@H]2CCC[N+](C)(Cc3cccc(O)c3)C2)cc1.[I-]. The result is 1 (blocker). (6) The compound is COc1cc2c(N3CCN(C(=O)Nc4ccc(OC(C)C)cc4)CC3)ncnc2cc1OCCCN1CCCCC1. The result is 0 (non-blocker). (7) The compound is Cc1cc(C(=O)O)ccc1-c1ccc(N2C(=O)N(c3cnccn3)C3(CCN(Cc4ncccc4C)CC3)C2=O)cn1. The result is 1 (blocker). (8) The molecule is O=C1N(CCN2Cc3ccccc3C2)CCN1Cc1ccccc1Cl. The result is 1 (blocker). (9) The result is 1 (blocker). The molecule is O=C(CNC(=O)c1cccc(C(F)(F)F)c1)N[C@@H]1CCN([C@H]2CC[C@@](O)(c3ccnnc3)CC2)C1. (10) The drug is CCOC(=O)N1CCC(CN2CC[C@H](N3C(=O)Cc4ccccc43)C2)CC1. The result is 1 (blocker).